Dataset: Full USPTO retrosynthesis dataset with 1.9M reactions from patents (1976-2016). Task: Predict the reactants needed to synthesize the given product. (1) Given the product [Cl:1][C:2]1[CH:10]=[C:9]2[C:5](/[C:6](=[C:15](\[C:13]#[N:14])/[C:16]([O:18][CH3:19])=[O:17])/[C:7](=[O:11])[NH:8]2)=[CH:4][CH:3]=1, predict the reactants needed to synthesize it. The reactants are: [Cl:1][C:2]1[CH:10]=[C:9]2[C:5]([C:6](=O)[C:7](=[O:11])[NH:8]2)=[CH:4][CH:3]=1.[C:13]([CH2:15][C:16]([O:18][CH3:19])=[O:17])#[N:14]. (2) Given the product [C:33]([O:37][C:38](=[O:46])[NH:39][CH2:40][C@H:41]1[CH2:45][CH2:44][CH2:43][N:42]1[CH2:31][C:3]1[C:2]([Cl:1])=[C:11]2[C:6]([C:7](=[O:26])[N:8]([CH2:13][C:14]3[CH:19]=[C:18]([Cl:20])[CH:17]=[CH:16][C:15]=3[S:21]([CH2:24][CH3:25])(=[O:22])=[O:23])[C:9](=[O:12])[NH:10]2)=[CH:5][C:4]=1[C:27]([F:29])([F:30])[F:28])([CH3:36])([CH3:34])[CH3:35], predict the reactants needed to synthesize it. The reactants are: [Cl:1][C:2]1[C:3]([CH:31]=O)=[C:4]([C:27]([F:30])([F:29])[F:28])[CH:5]=[C:6]2[C:11]=1[NH:10][C:9](=[O:12])[N:8]([CH2:13][C:14]1[CH:19]=[C:18]([Cl:20])[CH:17]=[CH:16][C:15]=1[S:21]([CH2:24][CH3:25])(=[O:23])=[O:22])[C:7]2=[O:26].[C:33]([O:37][C:38](=[O:46])[NH:39][CH2:40][C@H:41]1[CH2:45][CH2:44][CH2:43][NH:42]1)([CH3:36])([CH3:35])[CH3:34]. (3) The reactants are: [Si]([O:8][CH2:9][CH2:10][S:11]([C:14]1[CH:15]=[C:16]2[C:20](=[CH:21][CH:22]=1)[N:19]([C:23]1[N:28]=[CH:27][N:26]=[C:25]([O:29][CH:30]3[CH2:35][CH2:34][N:33]([C:36]([O:38][CH:39]([CH3:41])[CH3:40])=[O:37])[CH2:32][CH2:31]3)[CH:24]=1)[CH2:18][CH2:17]2)(=[O:13])=[O:12])(C(C)(C)C)(C)C.Cl. Given the product [OH:8][CH2:9][CH2:10][S:11]([C:14]1[CH:15]=[C:16]2[C:20](=[CH:21][CH:22]=1)[N:19]([C:23]1[N:28]=[CH:27][N:26]=[C:25]([O:29][CH:30]3[CH2:35][CH2:34][N:33]([C:36]([O:38][CH:39]([CH3:41])[CH3:40])=[O:37])[CH2:32][CH2:31]3)[CH:24]=1)[CH2:18][CH2:17]2)(=[O:12])=[O:13], predict the reactants needed to synthesize it. (4) Given the product [F:6][C:7]1[CH:8]=[CH:9][C:10]([CH3:14])=[C:11]([OH:16])[CH:12]=1, predict the reactants needed to synthesize it. The reactants are: S(=O)(=O)(O)O.[F:6][C:7]1[CH:8]=[CH:9][C:10]([CH3:14])=[C:11](N)[CH:12]=1.N([O-])=[O:16].[Na+].NC(N)=O.S([O-])([O-])(=O)=O.[Na+].[Na+]. (5) The reactants are: [NH2:1][C:2]1[CH:3]=[C:4]([CH:10]=[CH:11][C:12]=1[NH2:13])[C:5]([O:7][CH2:8][CH3:9])=[O:6].[C:14](OCC)(=[O:20])[C:15](OCC)=[O:16]. Given the product [O:16]=[C:15]1[C:14](=[O:20])[NH:1][C:2]2[C:12](=[CH:11][CH:10]=[C:4]([C:5]([O:7][CH2:8][CH3:9])=[O:6])[CH:3]=2)[NH:13]1, predict the reactants needed to synthesize it. (6) The reactants are: [F:1][C:2]([F:19])([C:6]1[CH:11]=[CH:10][CH:9]=[C:8]([O:12][CH2:13][CH2:14][O:15][CH:16]([CH3:18])[CH3:17])[CH:7]=1)[C:3]([OH:5])=O.P(Cl)(Cl)(Cl)=O.Cl.[NH2:26][CH2:27][C:28]1[CH:29]=[C:30]2[C:34](=[CH:35][CH:36]=1)[C:33](=[O:37])[N:32]([CH:38]1[CH2:43][CH2:42][C:41](=[O:44])[NH:40][C:39]1=[O:45])[CH2:31]2.C(=O)(O)[O-].[Na+]. Given the product [O:45]=[C:39]1[CH:38]([N:32]2[CH2:31][C:30]3[C:34](=[CH:35][CH:36]=[C:28]([CH2:27][NH:26][C:3](=[O:5])[C:2]([F:1])([F:19])[C:6]4[CH:11]=[CH:10][CH:9]=[C:8]([O:12][CH2:13][CH2:14][O:15][CH:16]([CH3:18])[CH3:17])[CH:7]=4)[CH:29]=3)[C:33]2=[O:37])[CH2:43][CH2:42][C:41](=[O:44])[NH:40]1, predict the reactants needed to synthesize it. (7) Given the product [O:7]=[C:6]1[NH:24][CH:22]=[N:23][C:9]([C:11]([OH:13])=[O:12])=[CH:5]1, predict the reactants needed to synthesize it. The reactants are: [OH-].[Na+].C([C:5](CC)([C:9]([C:11]([O-:13])=[O:12])=O)[C:6]([O-])=[O:7])C.[Na+].[Na+].C(O)(=O)C.[CH:22]([NH2:24])=[NH:23].Cl. (8) Given the product [CH2:1]([CH:8]1[CH2:13][CH2:12][CH2:11][N:10]([CH2:18][C@H:16]([OH:17])[C:15]([F:20])([F:19])[F:14])[CH2:9]1)[C:2]1[CH:7]=[CH:6][CH:5]=[CH:4][CH:3]=1, predict the reactants needed to synthesize it. The reactants are: [CH2:1]([CH:8]1[CH2:13][CH2:12][CH2:11][NH:10][CH2:9]1)[C:2]1[CH:7]=[CH:6][CH:5]=[CH:4][CH:3]=1.[F:14][C:15]([F:20])([F:19])[C@@H:16]1[CH2:18][O:17]1.